This data is from Peptide-MHC class II binding affinity with 134,281 pairs from IEDB. The task is: Regression. Given a peptide amino acid sequence and an MHC pseudo amino acid sequence, predict their binding affinity value. This is MHC class II binding data. (1) The peptide sequence is VREAIKRRLRTLILA. The MHC is DRB1_0405 with pseudo-sequence DRB1_0405. The binding affinity (normalized) is 0.320. (2) The peptide sequence is INEMTAAAIAYGLDR. The MHC is HLA-DQA10102-DQB10602 with pseudo-sequence HLA-DQA10102-DQB10602. The binding affinity (normalized) is 0.819. (3) The peptide sequence is EHRWREIYNMVKFRM. The MHC is HLA-DPA10201-DPB10101 with pseudo-sequence HLA-DPA10201-DPB10101. The binding affinity (normalized) is 0.466. (4) The peptide sequence is PGVDYTITVYAVTYY. The binding affinity (normalized) is 0.339. The MHC is DRB1_0101 with pseudo-sequence DRB1_0101. (5) The peptide sequence is HDGGCRKELAAVSVD. The MHC is HLA-DPA10201-DPB10501 with pseudo-sequence HLA-DPA10201-DPB10501. The binding affinity (normalized) is 0.0439. (6) The peptide sequence is TDLQYFRTACNPRGR. The MHC is DRB3_0202 with pseudo-sequence DRB3_0202. The binding affinity (normalized) is 0.773. (7) The peptide sequence is FKSGRGCGSCFEIKC. The MHC is DRB1_1201 with pseudo-sequence DRB1_1201. The binding affinity (normalized) is 0.